From a dataset of Forward reaction prediction with 1.9M reactions from USPTO patents (1976-2016). Predict the product of the given reaction. (1) Given the reactants [Cl:1][C:2]1[CH:7]=[CH:6][C:5]([N:8]2[C:13](=[O:14])[CH:12]=[C:11]([C:15]([F:18])([F:17])[F:16])[N:10]([CH3:19])[C:9]2=[O:20])=[C:4]([N+:21]([O-])=O)[CH:3]=1.Cl, predict the reaction product. The product is: [NH2:21][C:4]1[CH:3]=[C:2]([Cl:1])[CH:7]=[CH:6][C:5]=1[N:8]1[C:13](=[O:14])[CH:12]=[C:11]([C:15]([F:18])([F:17])[F:16])[N:10]([CH3:19])[C:9]1=[O:20]. (2) The product is: [CH2:1]([O:3][C:4]1[CH:13]=[CH:12][C:7]2[N:8]([CH:25]([CH2:30][CH3:31])[C:26]([OH:28])=[O:27])[C:9](=[N:11][C:18](=[O:19])[C:17]3[CH:21]=[CH:22][CH:23]=[C:15]([F:14])[CH:16]=3)[S:10][C:6]=2[CH:5]=1)[CH3:2]. Given the reactants [CH2:1]([O:3][C:4]1[CH:13]=[CH:12][C:7]2[N:8]=[C:9]([NH2:11])[S:10][C:6]=2[CH:5]=1)[CH3:2].[F:14][C:15]1[CH:16]=[C:17]([CH:21]=[CH:22][CH:23]=1)[C:18](Cl)=[O:19].Br[CH:25]([CH2:30][CH3:31])[C:26]([O:28]C)=[O:27].COC1C=CC2N=C(N)SC=2C=1.ClC1C=C(C=CC=1)C(Cl)=O.BrCC(OCC)=O, predict the reaction product.